Task: Predict the reaction yield, written as a fraction of the theoretical maximum amount of product (1.0 means a 100% yield; for example, 0.34 means a 34% yield).. Dataset: Reaction yield outcomes from USPTO patents with 853,638 reactions (1) The reactants are [C:1]([O:5][C:6]([NH:8][C@@H:9]([CH2:37][C:38]1[CH:43]=[CH:42][CH:41]=[CH:40][CH:39]=1)[C@@H:10]([O:29][Si](C(C)(C)C)(C)C)[CH2:11][CH:12]([CH2:16][C:17]1[CH:22]=[CH:21][C:20]([C:23]2[CH:28]=[CH:27][CH:26]=[CH:25][N:24]=2)=[CH:19][CH:18]=1)C(O)=O)=[O:7])([CH3:4])([CH3:3])[CH3:2].C1C=CC(P(N=[N+]=[N-])(C2C=CC=CC=2)=[O:51])=CC=1.C([N:63]([CH2:66]C)CC)C.[CH2:68]([OH:75])[C:69]1[CH:74]=[CH:73][CH:72]=[CH:71][CH:70]=1. The catalyst is C1(C)C=CC=CC=1. The product is [C:1]([O:5][C:6]([NH:8][C@@H:9]([CH2:37][C:38]1[CH:43]=[CH:42][CH:41]=[CH:40][CH:39]=1)[C@@H:10]([OH:29])[CH2:11][C@H:12]([NH:63][C:66](=[O:51])[O:75][CH2:68][C:69]1[CH:74]=[CH:73][CH:72]=[CH:71][CH:70]=1)[CH2:16][C:17]1[CH:22]=[CH:21][C:20]([C:23]2[CH:28]=[CH:27][CH:26]=[CH:25][N:24]=2)=[CH:19][CH:18]=1)=[O:7])([CH3:3])([CH3:2])[CH3:4]. The yield is 0.230. (2) The reactants are CSC.[S:4]1[C:8]([CH2:9][C:10]2[CH:11]=[C:12]([C@H:20]3[C@@H:25]([O:26]CC4C=CC=CC=4)[C@@H:24]([O:34]CC4C=CC=CC=4)[C@@H:23]([O:42]CC4C=CC=CC=4)[C@@H:22]([CH2:50][O:51]CC4C=CC=CC=4)[O:21]3)[C:13]3[C:18]([CH:19]=2)=[CH:17][CH:16]=[CH:15][CH:14]=3)=[CH:7][C:6]2[CH:59]=[CH:60][CH:61]=[CH:62][C:5]1=2.O. The catalyst is C(Cl)Cl. The product is [S:4]1[C:8]([CH2:9][C:10]2[CH:11]=[C:12]([C@H:20]3[C@H:25]([OH:26])[C@@H:24]([OH:34])[C@H:23]([OH:42])[C@@H:22]([CH2:50][OH:51])[O:21]3)[C:13]3[C:18]([CH:19]=2)=[CH:17][CH:16]=[CH:15][CH:14]=3)=[CH:7][C:6]2[CH:59]=[CH:60][CH:61]=[CH:62][C:5]1=2. The yield is 0.582.